This data is from Forward reaction prediction with 1.9M reactions from USPTO patents (1976-2016). The task is: Predict the product of the given reaction. (1) Given the reactants [CH3:1][O:2][C:3]1[CH:4]=[C:5]2[C:14](=[CH:15][CH:16]=1)[CH2:13][CH:12]([C:17]1[CH:22]=[CH:21][C:20]([O:23][CH3:24])=[CH:19][CH:18]=1)[CH:11]1[CH:6]2[CH2:7][CH2:8][CH2:9][CH2:10]1.[Br:25]Br, predict the reaction product. The product is: [Br:25][C:16]1[CH:15]=[C:14]2[C:5]([CH:6]3[CH:11]([CH:12]([C:17]4[CH:22]=[CH:21][C:20]([O:23][CH3:24])=[CH:19][CH:18]=4)[CH2:13]2)[CH2:10][CH2:9][CH2:8][CH2:7]3)=[CH:4][C:3]=1[O:2][CH3:1]. (2) Given the reactants [NH2:1][C:2]1[C:11]2[N:10]=[CH:9][C:8]([CH2:12][CH2:13][C:14]3[CH:19]=[CH:18][C:17]([OH:20])=[CH:16][C:15]=3[CH3:21])=[CH:7][C:6]=2[C:5]2[CH:22]=[CH:23][C:24]([CH3:26])=[CH:25][C:4]=2[N:3]=1.Br[CH2:28][CH2:29][CH2:30][CH2:31][C:32]([O:34][CH2:35][CH3:36])=[O:33], predict the reaction product. The product is: [NH2:1][C:2]1[C:11]2[N:10]=[CH:9][C:8]([CH2:12][CH2:13][C:14]3[CH:19]=[CH:18][C:17]([O:20][CH2:28][CH2:29][CH2:30][CH2:31][C:32]([O:34][CH2:35][CH3:36])=[O:33])=[CH:16][C:15]=3[CH3:21])=[CH:7][C:6]=2[C:5]2[CH:22]=[CH:23][C:24]([CH3:26])=[CH:25][C:4]=2[N:3]=1.